From a dataset of Full USPTO retrosynthesis dataset with 1.9M reactions from patents (1976-2016). Predict the reactants needed to synthesize the given product. Given the product [C:3]([C:5]1[CH:10]=[CH:9][C:8]([N:11]2[C@@H:16]([CH3:17])[CH2:15][N:14]([C:18]([NH:20][C:21]3[CH:26]=[CH:25][N:24]=[C:23]([C:27]([OH:29])=[O:28])[CH:22]=3)=[O:19])[C@H:13]([CH3:32])[CH2:12]2)=[CH:7][C:6]=1[C:33]([F:35])([F:36])[F:34])#[N:4], predict the reactants needed to synthesize it. The reactants are: [OH-].[Na+].[C:3]([C:5]1[CH:10]=[CH:9][C:8]([N:11]2[C@@H:16]([CH3:17])[CH2:15][N:14]([C:18]([NH:20][C:21]3[CH:26]=[CH:25][N:24]=[C:23]([C:27]([O:29]CC)=[O:28])[CH:22]=3)=[O:19])[C@H:13]([CH3:32])[CH2:12]2)=[CH:7][C:6]=1[C:33]([F:36])([F:35])[F:34])#[N:4].Cl.